Task: Predict the reactants needed to synthesize the given product.. Dataset: Full USPTO retrosynthesis dataset with 1.9M reactions from patents (1976-2016) (1) Given the product [CH3:30][C:29]1[S:31][CH:2]=[C:3]([CH:5]2[CH2:6][CH2:7][CH:8]([NH:11][C:12](=[O:28])[O:13][CH2:14][CH:15]3[C:16]4[CH:17]=[CH:18][CH:19]=[CH:20][C:21]=4[C:22]4[C:27]3=[CH:26][CH:25]=[CH:24][CH:23]=4)[CH2:9][CH2:10]2)[N:32]=1, predict the reactants needed to synthesize it. The reactants are: Br[CH2:2][C:3]([CH:5]1[CH2:10][CH2:9][CH:8]([NH:11][C:12](=[O:28])[O:13][CH2:14][CH:15]2[C:27]3[CH:26]=[CH:25][CH:24]=[CH:23][C:22]=3[C:21]3[C:16]2=[CH:17][CH:18]=[CH:19][CH:20]=3)[CH2:7][CH2:6]1)=O.[C:29]([NH2:32])(=[S:31])[CH3:30]. (2) Given the product [CH3:8][C:6]1[CH:7]=[C:2]([C:25]2[O:29][CH:28]=[N:27][CH:26]=2)[C:3]2[N:4]([C:9]([C:12]([O:14][CH2:15][CH3:16])=[O:13])=[CH:10][N:11]=2)[CH:5]=1, predict the reactants needed to synthesize it. The reactants are: Br[C:2]1[C:3]2[N:4]([C:9]([C:12]([O:14][CH2:15][CH3:16])=[O:13])=[CH:10][N:11]=2)[CH:5]=[C:6]([CH3:8])[CH:7]=1.CC1(C)C(C)(C)OB([C:25]2[O:29][C:28]([Si](C(C)C)(C(C)C)C(C)C)=[N:27][CH:26]=2)O1.C(=O)([O-])[O-].[K+].[K+]. (3) Given the product [F:36][C:33]1[CH:34]=[CH:35][C:30]([C:27]2[N:1]3[CH2:6][CH2:7][CH2:8]/[C:9](=[CH:10]\[C:11]4[CH:16]=[CH:15][C:14]([N:17]5[CH:21]=[C:20]([CH3:22])[N:19]=[CH:18]5)=[C:13]([O:23][CH3:24])[CH:12]=4)/[C:25]3=[N:29][N:28]=2)=[CH:31][CH:32]=1, predict the reactants needed to synthesize it. The reactants are: [N-:1]=[N+]=[N-].[Na+].Cl[CH2:6][CH2:7][CH2:8]/[C:9](/[C:25]1O[C:27]([C:30]2[CH:35]=[CH:34][C:33]([F:36])=[CH:32][CH:31]=2)=[N:28][N:29]=1)=[CH:10]\[C:11]1[CH:16]=[CH:15][C:14]([N:17]2[CH:21]=[C:20]([CH3:22])[N:19]=[CH:18]2)=[C:13]([O:23][CH3:24])[CH:12]=1.C(OCC)(=O)C.C(=O)(O)[O-].[Na+]. (4) Given the product [OH:12][C:13]1[CH:14]=[C:15]2[C:19](=[CH:20][CH:21]=1)[N:18]([C:22]([O:24][C:25]([CH3:26])([CH3:27])[CH3:28])=[O:23])[C:17]([C:29]([O:31][CH2:32][CH3:33])=[O:30])=[CH:16]2, predict the reactants needed to synthesize it. The reactants are: C([O-])=O.[NH4+].C1(C[O:12][C:13]2[CH:14]=[C:15]3[C:19](=[CH:20][CH:21]=2)[N:18]([C:22]([O:24][C:25]([CH3:28])([CH3:27])[CH3:26])=[O:23])[C:17]([C:29]([O:31][CH2:32][CH3:33])=[O:30])=[CH:16]3)C=CC=CC=1.